This data is from NCI-60 drug combinations with 297,098 pairs across 59 cell lines. The task is: Regression. Given two drug SMILES strings and cell line genomic features, predict the synergy score measuring deviation from expected non-interaction effect. (1) Drug 1: CN1C2=C(C=C(C=C2)N(CCCl)CCCl)N=C1CCCC(=O)O.Cl. Drug 2: CC1C(C(CC(O1)OC2CC(CC3=C2C(=C4C(=C3O)C(=O)C5=C(C4=O)C(=CC=C5)OC)O)(C(=O)CO)O)N)O.Cl. Cell line: SR. Synergy scores: CSS=49.1, Synergy_ZIP=-4.43, Synergy_Bliss=-5.60, Synergy_Loewe=-19.8, Synergy_HSA=-2.19. (2) Drug 1: C1CN1P(=S)(N2CC2)N3CC3. Drug 2: CC(C)(C#N)C1=CC(=CC(=C1)CN2C=NC=N2)C(C)(C)C#N. Cell line: SW-620. Synergy scores: CSS=13.5, Synergy_ZIP=-4.45, Synergy_Bliss=-1.30, Synergy_Loewe=0.170, Synergy_HSA=-0.834.